From a dataset of Reaction yield outcomes from USPTO patents with 853,638 reactions. Predict the reaction yield, written as a fraction of the theoretical maximum amount of product (1.0 means a 100% yield; for example, 0.34 means a 34% yield). (1) The reactants are [NH2:1][C:2]1[C:3]2[CH2:14][N:13](C(OC(C)(C)C)=O)[C:12]([CH3:23])([CH3:22])[C:4]=2[N:5]([C:7]([O:9][CH2:10][CH3:11])=[O:8])[N:6]=1.[ClH:24]. The catalyst is C(O)C. The product is [ClH:24].[ClH:24].[NH2:1][C:2]1[C:3]2[CH2:14][NH:13][C:12]([CH3:22])([CH3:23])[C:4]=2[N:5]([C:7]([O:9][CH2:10][CH3:11])=[O:8])[N:6]=1. The yield is 0.985. (2) The reactants are S([O:8][S:9]([C:12]([F:15])([F:14])[F:13])(=[O:11])=[O:10])(C(F)(F)F)(=O)=O.[F:16][CH:17]([F:20])[CH2:18]O.C(N(CC)CC)C. The catalyst is ClCCl. The product is [F:16][CH:17]([F:20])[CH2:18][O:8][S:9]([C:12]([F:13])([F:14])[F:15])(=[O:11])=[O:10]. The yield is 0.750. (3) The product is [Cl:26][C:24]1[CH:25]=[C:20]([CH:15]([C:16]([F:17])([F:19])[F:18])/[CH:14]=[C:12](/[C:9]2[CH:10]=[CH:11][C:6]([N:1]3[CH:5]=[N:4][CH:3]=[N:2]3)=[CH:7][CH:8]=2)\[CH3:13])[CH:21]=[C:22]([Cl:27])[CH:23]=1. The catalyst is C1(C)C=CC=CC=1. The yield is 0.310. The reactants are [N:1]1([C:6]2[CH:11]=[CH:10][C:9]([C:12](O)([CH2:14][CH:15]([C:20]3[CH:25]=[C:24]([Cl:26])[CH:23]=[C:22]([Cl:27])[CH:21]=3)[C:16]([F:19])([F:18])[F:17])[CH3:13])=[CH:8][CH:7]=2)[CH:5]=[N:4][CH:3]=[N:2]1.C1(C)C=CC(S(O)(=O)=O)=CC=1. (4) The reactants are [Cl:1][C:2]1[C:3]([O:15][CH2:16][CH2:17][CH3:18])=[C:4]([CH:12]=[CH:13][CH:14]=1)[CH2:5][N:6]([CH3:11])[C:7](=[O:10])[CH:8]=[CH2:9].C(N(C(C)C)CC)(C)C.Br[C:29]1[CH:42]=[N:41][C:32]2[NH:33][C:34](=[O:40])[C:35]([CH3:39])([CH3:38])[NH:36][CH2:37][C:31]=2[CH:30]=1.CC1C=CC=CC=1P(C1C=CC=CC=1C)C1C=CC=CC=1C. The catalyst is C(#N)CC.CN(C=O)C.CC([O-])=O.CC([O-])=O.[Pd+2]. The product is [Cl:1][C:2]1[C:3]([O:15][CH2:16][CH2:17][CH3:18])=[C:4]([CH:12]=[CH:13][CH:14]=1)[CH2:5][N:6]([CH3:11])[C:7](=[O:10])/[CH:8]=[CH:9]/[C:29]1[CH:42]=[N:41][C:32]2[NH:33][C:34](=[O:40])[C:35]([CH3:39])([CH3:38])[NH:36][CH2:37][C:31]=2[CH:30]=1. The yield is 0.590. (5) The reactants are [H-].[Na+].[F:3][C:4]1[CH:13]=[CH:12][CH:11]=[C:10]2[C:5]=1[C:6]([NH:14][C:15]1[CH:16]=[C:17]3[C:21](=[CH:22][CH:23]=1)[NH:20][CH:19]=[CH:18]3)=[N:7][CH:8]=[N:9]2.Cl.[N:25]1[CH:30]=[CH:29][CH:28]=[CH:27][C:26]=1[CH2:31]Cl. The catalyst is CN(C=O)C. The product is [F:3][C:4]1[CH:13]=[CH:12][CH:11]=[C:10]2[C:5]=1[C:6]([NH:14][C:15]1[CH:16]=[C:17]3[C:21](=[CH:22][CH:23]=1)[N:20]([CH2:31][C:26]1[CH:27]=[CH:28][CH:29]=[CH:30][N:25]=1)[CH:19]=[CH:18]3)=[N:7][CH:8]=[N:9]2. The yield is 0.240. (6) The reactants are [C:1]([O:5][C:6](=[O:28])[NH:7][C:8]1[S:9][C:10]2[CH:16]=[C:15]([CH2:17]O)[CH:14]=[C:13]([C:19]3[CH:24]=[CH:23][CH:22]=[C:21]([N+:25]([O-:27])=[O:26])[CH:20]=3)[C:11]=2[N:12]=1)([CH3:4])([CH3:3])[CH3:2].C1C=CC(P(C2C=CC=CC=2)C2C=CC=CC=2)=CC=1.C1C(=O)N([Br:55])C(=O)C1. The catalyst is C(Cl)Cl. The product is [C:1]([O:5][C:6](=[O:28])[NH:7][C:8]1[S:9][C:10]2[CH:16]=[C:15]([CH2:17][Br:55])[CH:14]=[C:13]([C:19]3[CH:24]=[CH:23][CH:22]=[C:21]([N+:25]([O-:27])=[O:26])[CH:20]=3)[C:11]=2[N:12]=1)([CH3:4])([CH3:3])[CH3:2]. The yield is 0.220. (7) The reactants are [Br:1][C:2]1[CH:18]=[CH:17][CH:16]=[CH:15][C:3]=1[CH2:4][O:5][C:6]1[CH:13]=[CH:12][C:11]([Cl:14])=[CH:10][C:7]=1[C:8]#[N:9].CSC. The catalyst is ClCCCl. The product is [Br:1][C:2]1[CH:18]=[CH:17][CH:16]=[CH:15][C:3]=1[CH2:4][O:5][C:6]1[CH:13]=[CH:12][C:11]([Cl:14])=[CH:10][C:7]=1[CH2:8][NH2:9]. The yield is 0.600.